This data is from Forward reaction prediction with 1.9M reactions from USPTO patents (1976-2016). The task is: Predict the product of the given reaction. (1) Given the reactants [F:1][C:2]1[CH:7]=[CH:6][C:5]([CH:8]([OH:28])[CH:9]([CH2:15][C:16]2[O:20][N:19]=[C:18]([O:21][C:22]([F:27])([F:26])[CH:23]([F:25])[F:24])[CH:17]=2)[C:10]([O:12]CC)=[O:11])=[CH:4][CH:3]=1.[OH-].[Na+], predict the reaction product. The product is: [F:1][C:2]1[CH:3]=[CH:4][C:5]([CH:8]([OH:28])[CH:9]([CH2:15][C:16]2[O:20][N:19]=[C:18]([O:21][C:22]([F:26])([F:27])[CH:23]([F:25])[F:24])[CH:17]=2)[C:10]([OH:12])=[O:11])=[CH:6][CH:7]=1. (2) Given the reactants CC(O)(C)C.[K].[Br:7][C:8]1[CH:13]=[CH:12][C:11]([NH:14][C:15](=[O:17])[CH3:16])=[C:10]([C:18](=O)[C:19]2[CH:24]=[CH:23][CH:22]=[C:21]([Cl:25])[CH:20]=2)[CH:9]=1, predict the reaction product. The product is: [Br:7][C:8]1[CH:9]=[C:10]2[C:11](=[CH:12][CH:13]=1)[NH:14][C:15](=[O:17])[CH:16]=[C:18]2[C:19]1[CH:24]=[CH:23][CH:22]=[C:21]([Cl:25])[CH:20]=1. (3) The product is: [CH3:18][C:12]1[N:11]=[CH:10][C:9]2[C:14](=[CH:15][CH:16]=[CH:17][C:8]=2[O:39][CH2:36][CH2:42][N:30]2[CH2:31][CH2:32][C:27](=[CH:26][C:25]3[CH:24]=[C:23]([N+:20]([O-:22])=[O:21])[CH:35]=[CH:34][CH:33]=3)[CH2:28][CH2:29]2)[N:13]=1. Given the reactants CS(OCC[C:8]1[CH:17]=[CH:16][CH:15]=[C:14]2[C:9]=1[CH:10]=[N:11][C:12]([CH3:18])=[N:13]2)(=O)=O.Cl.[N+:20]([C:23]1[CH:24]=[C:25]([CH:33]=[CH:34][CH:35]=1)[CH:26]=[C:27]1[CH2:32][CH2:31][NH:30][CH2:29][CH2:28]1)([O-:22])=[O:21].[C:36](=[O:39])([O-])[O-].[K+].[K+].[CH3:42]N(C)C=O, predict the reaction product. (4) Given the reactants [CH3:1][NH:2][CH3:3].[Cl:4][C:5]1[CH:36]=[CH:35][C:8]([CH2:9][N:10]2[C:18]3[C:13](=[CH:14][C:15]([CH:19]=O)=[CH:16][CH:17]=3)[C:12]([C:21](=[O:33])[C:22]([NH:24][C:25]3[CH:30]=[CH:29][N:28]=[C:27]([O:31][CH3:32])[CH:26]=3)=[O:23])=[C:11]2[CH3:34])=[CH:7][CH:6]=1.C(O[BH-](OC(=O)C)OC(=O)C)(=O)C.[Na+].Cl.CNC, predict the reaction product. The product is: [Cl:4][C:5]1[CH:6]=[CH:7][C:8]([CH2:9][N:10]2[C:18]3[C:13](=[CH:14][C:15]([CH2:19][N:2]([CH3:3])[CH3:1])=[CH:16][CH:17]=3)[C:12]([C:21](=[O:33])[C:22]([NH:24][C:25]3[CH:30]=[CH:29][N:28]=[C:27]([O:31][CH3:32])[CH:26]=3)=[O:23])=[C:11]2[CH3:34])=[CH:35][CH:36]=1. (5) Given the reactants [Cl:1][C:2]1[N:7]=[CH:6][N:5]=[C:4]([NH2:8])[C:3]=1I.C(N(CC)CC)C.[C:17]([CH:19]1[CH2:24][CH2:23][N:22]([C:25]([O:27][C:28]([CH3:31])([CH3:30])[CH3:29])=[O:26])[CH2:21][CH2:20]1)#[CH:18], predict the reaction product. The product is: [NH2:8][C:4]1[C:3]([C:18]#[C:17][CH:19]2[CH2:20][CH2:21][N:22]([C:25]([O:27][C:28]([CH3:31])([CH3:30])[CH3:29])=[O:26])[CH2:23][CH2:24]2)=[C:2]([Cl:1])[N:7]=[CH:6][N:5]=1. (6) The product is: [CH:30](/[C:2]1[C:11]2[C:6](=[CH:7][CH:8]=[CH:9][CH:10]=2)[C:5]([C:12]([O:14][CH3:15])=[O:13])=[CH:4][CH:3]=1)=[CH:29]\[C:23]1[CH:28]=[CH:27][CH:26]=[CH:25][CH:24]=1. Given the reactants Br[C:2]1[C:11]2[C:6](=[CH:7][CH:8]=[CH:9][CH:10]=2)[C:5]([C:12]([O:14][CH3:15])=[O:13])=[CH:4][CH:3]=1.C1(C)C=CC=CC=1.[C:23]1(/[CH:29]=[CH:30]/B(O)O)[CH:28]=[CH:27][CH:26]=[CH:25][CH:24]=1.C(=O)(O)[O-].[Na+], predict the reaction product.